This data is from Experimentally validated miRNA-target interactions with 360,000+ pairs, plus equal number of negative samples. The task is: Binary Classification. Given a miRNA mature sequence and a target amino acid sequence, predict their likelihood of interaction. (1) The miRNA is hsa-miR-377-3p with sequence AUCACACAAAGGCAACUUUUGU. The protein sequence of the target gene is MFHEEVPNSTHPQEQDCLPSQHANAYKDMPVGQENGGVSEAGECLSSTSCEYGPSTSAEACVLAATRRGPTLLHIDRHQIPAVEPSAQALELQGLGVDVYDQAVLEQGVLQQVDSAMHEASCVAQLADAEKEYQSVLDDLMSCTTSLRQINKIIEQLSPQAASNRDINRKLDSVKRQKYNKEQQLKKITAKQKRLQAILGGAGVQVELDHASLEEDDAEPGPSCLGSMLMPAQETAWEELIRTGQMTPFGTPAPQKQEKKPRKIMLNEASGFEKYLAEQAQLSFERKKQAATKRTAKKAI.... Result: 0 (no interaction). (2) Result: 0 (no interaction). The protein sequence of the target gene is MPMISVLGKMFLWQREGPGGRWTCQTSRRVSSDPAWAVEWIELPRGLSLSSLGSARTLRGWSRSSRPSSVDSQDLPEVNVGDTVAMLPKSRRALTIQEIAALARSSLHGISQVVKDHVTKPTAMAQGRVAHLIEWKGWSKPSDSPAALESAFSSYSDLSEGEQEARFAAGVAEQFAIAEAKLRAWSSVDGEDSTDDSYDEDFAGGMDTDMAGQLPLGPHLQDLFTGHRFSRPVRQGSVEPESDCSQTVSPDTLCSSLCSLEDGLLGSPARLASQLLGDELLLAKLPPSRESAFRSLGPLE.... The miRNA is mmu-miR-423-3p with sequence AGCUCGGUCUGAGGCCCCUCAGU. (3) The miRNA is hsa-miR-548at-5p with sequence AAAAGUUAUUGCGGUUUUGGCU. The protein sequence of the target gene is MNQSRSRSDGGSEETLPQDHNHHENERRWQQERLHREEAYYQFINELNDEDYRLMRDHNLLGTPGEITSEELQQRLDGVKEQLASQPDLRDGTNYRDSEVPRESSHEDSLLEWLNTFRRTGNATRSGQNGNQTWRAVSRTNPNNGEFRFSLEIHVNHENRGFEIHGEDYTDIPLSDSNRDHTANRQQRSTSPVARRTRSQTSVNFNGSSSNIPRTRLASRGQNPAEGSFSTLGRLRNGIGGAAGIPRANASRTNFSSHTNQSGGSELRQREGQRFGAAHVWENGARSNVTVRNTNQRLEP.... Result: 1 (interaction). (4) The miRNA is dme-miR-263b-5p with sequence CUUGGCACUGGGAGAAUUCAC. The protein sequence of the target gene is MAAGVAGWGVEAEEFEDAPDVEPLEPTLSNIIEQRSLKWIFVGGKGGVGKTTCSCSLAVQLSKGRESVLIISTDPAHNISDAFDQKFSKVPTKVKGYDNLFAMEIDPSLGVAELPDEFFEEDNMLSMGKKMMQEAMSAFPGIDEAMSYAEVMRLVKGMNFSVVVFDTAPTGHTLRLLNFPTIVERGLGRLMQIKNQISPFISQMCNMLGLGDMNADQLASKLEETLPVIRSVSEQFKDPEQTTFICVCIAEFLSLYETERLIQELAKCKIDTHNIIVNQLVFPDPEKPCKMCEARHKIQA.... Result: 0 (no interaction). (5) The miRNA is hsa-miR-7110-5p with sequence UGGGGGUGUGGGGAGAGAGAG. The protein sequence of the target gene is MSVPQIHVEEVGAEEGAGAAAPPDDHLRSLKALTEKLRLETRRPSYLEWQARLEEHTWPFPRPAAEPQASLEEGERGGQEPLLPLREAGQHPPSARSASQGARPLSTGKLEGFQSIDEAIAWLRKELTEMRLQDQQLARQLMRLRGDINKLKIEHTCRLHRRMLNDATYELEERDELADLFCDSPLASSFSLSTPLKLIGVTKMNINSRRFSLC. Result: 0 (no interaction). (6) The miRNA is mmu-miR-467h with sequence AUAAGUGUGUGCAUGUAUAUGU. The protein sequence of the target gene is MKLLLLALPMLVLLPQVIPAYSGEKKCWNRSGHCRKQCKDGEAVKDTCKNLRACCIPSNEDHRRVPATSPTPLSDSTPGIIDDILTVRFTTDYFEVSSKKDMVEESEAGRGTETSLPNVHHSS. Result: 0 (no interaction). (7) The miRNA is hsa-miR-548l with sequence AAAAGUAUUUGCGGGUUUUGUC. The protein sequence of the target gene is MFSVRIVTADYYMASPLQGLDTCQSPLTQAPVKKVPVVRVFGATPAGQKTCLHLHGIFPYLYVPYDGYGQQPESYLSQMAFSIDRALNVALGNPSSTAQHVFKVSLVSGMPFYGYHEKERHFMKIYLYNPTMVKRICELLQSGAIMNKFYQPHEAHIPYLLQLFIDYNLYGMNLINLAAVKFRKARRKSNTLHATGSCKNHLSGNSLADTLFRWEQDEIPSSLILEGVEPQSTCELEVDAVAADILNRLDIEAQIGGNPGLQAIWEDEKQRRRNRNETSQMSQPESQDHRFVPATESEKK.... Result: 1 (interaction).